From a dataset of Catalyst prediction with 721,799 reactions and 888 catalyst types from USPTO. Predict which catalyst facilitates the given reaction. (1) Reactant: [F:1][C:2]([F:24])([F:23])[S:3]([NH:6][CH2:7][CH2:8][CH2:9][CH2:10][N:11]1[CH2:21][C:20]2[N:22]3[C:13](=[CH:14][N:15]=[C:16]3[CH:17]=[CH:18][CH:19]=2)[CH2:12]1)(=[O:5])=[O:4].[ClH:25]. Product: [ClH:25].[ClH:25].[F:23][C:2]([F:1])([F:24])[S:3]([NH:6][CH2:7][CH2:8][CH2:9][CH2:10][N:11]1[CH2:21][C:20]2[N:22]3[C:13](=[CH:14][N:15]=[C:16]3[CH:17]=[CH:18][CH:19]=2)[CH2:12]1)(=[O:4])=[O:5]. The catalyst class is: 8. (2) Reactant: [F:1][C:2]1[C:3]([C:10]([F:13])([F:12])[F:11])=[C:4]([CH:6]=[C:7]([F:9])[CH:8]=1)N.[BrH:14].N([O-])=O.[Na+]. Product: [Br:14][C:4]1[CH:6]=[C:7]([F:9])[CH:8]=[C:2]([F:1])[C:3]=1[C:10]([F:13])([F:12])[F:11]. The catalyst class is: 6. (3) Reactant: [NH2:1][C:2]1[CH:9]=[CH:8][C:5]([C:6]#[N:7])=[CH:4][C:3]=1[F:10].C1C(=O)N([Cl:18])C(=O)C1. Product: [NH2:1][C:2]1[C:3]([F:10])=[CH:4][C:5]([C:6]#[N:7])=[CH:8][C:9]=1[Cl:18]. The catalyst class is: 10. (4) Reactant: [C:1]1([CH2:7][CH2:8][CH2:9][CH2:10]C(O)=O)[CH:6]=[CH:5][CH:4]=[CH:3][CH:2]=1.[I:14]N1C(C)(C)COC1=O. Product: [I:14][CH2:10][CH2:9][CH2:8][CH2:7][C:1]1[CH:6]=[CH:5][CH:4]=[CH:3][CH:2]=1. The catalyst class is: 244. (5) Reactant: [NH:1]([C:3]1[CH:8]=[CH:7][C:6]([O:9][CH3:10])=[CH:5][N:4]=1)[NH2:2].[CH2:11]([O:13][C:14](=[O:26])[C:15](=O)[CH2:16][C:17](=O)[C:18]1[CH:23]=[CH:22][CH:21]=[CH:20][CH:19]=1)[CH3:12]. Product: [CH2:11]([O:13][C:14]([C:15]1[CH:16]=[C:17]([C:18]2[CH:19]=[CH:20][CH:21]=[CH:22][CH:23]=2)[N:1]([C:3]2[CH:8]=[CH:7][C:6]([O:9][CH3:10])=[CH:5][N:4]=2)[N:2]=1)=[O:26])[CH3:12]. The catalyst class is: 8. (6) Reactant: [N:1]1[CH:6]=[CH:5][CH:4]=[CH:3][C:2]=1[CH:7]1[C:16](=O)[C:15]2[C:10](=[CH:11][CH:12]=[CH:13][CH:14]=2)[O:9][CH2:8]1.N1C=CC=CC=1.C(O)C.Cl.Cl.[CH3:29][N:30]([CH2:32][CH2:33][O:34][NH2:35])[CH3:31]. Product: [CH3:29][N:30]([CH3:31])[CH2:32][CH2:33][O:34][N:35]=[C:16]1[C:15]2[C:10](=[CH:11][CH:12]=[CH:13][CH:14]=2)[O:9][CH2:8][CH:7]1[C:2]1[CH:3]=[CH:4][CH:5]=[CH:6][N:1]=1. The catalyst class is: 6.